Dataset: Forward reaction prediction with 1.9M reactions from USPTO patents (1976-2016). Task: Predict the product of the given reaction. (1) Given the reactants [ClH:1].[CH2:2]([N:9]([CH2:24][CH2:25][OH:26])[C:10](=[O:23])/[CH:11]=[CH:12]/[C:13]1[CH:22]=[CH:21][CH:20]=[C:19]2[C:14]=1[CH2:15][CH2:16][NH:17][CH2:18]2)[C:3]1[CH:8]=[CH:7][CH:6]=[CH:5][CH:4]=1.[CH:27]1([CH:30]=O)[CH2:29][CH2:28]1.[BH3-]C#N.[Na+].C([O-])(O)=O.[Na+].Cl, predict the reaction product. The product is: [CH2:2]([N:9]([CH2:24][CH2:25][OH:26])[C:10](=[O:23])/[CH:11]=[CH:12]/[C:13]1[CH:22]=[CH:21][CH:20]=[C:19]2[C:14]=1[CH2:15][CH2:16][N:17]([CH2:30][CH:27]1[CH2:29][CH2:28]1)[CH2:18]2)[C:3]1[CH:8]=[CH:7][CH:6]=[CH:5][CH:4]=1.[ClH:1]. (2) Given the reactants [Cl:1][C:2]1[CH:3]=[C:4]2[C:8](=[C:9]([NH:11][CH:12]3[CH2:16][CH2:15][CH2:14][CH2:13]3)[CH:10]=1)[NH:7][C:6]([C:17]1[S:18][CH2:19][C@@H:20]([CH2:22][C:23](O)=[O:24])[N:21]=1)=[CH:5]2.[CH3:26][NH:27][CH3:28], predict the reaction product. The product is: [Cl:1][C:2]1[CH:3]=[C:4]2[C:8](=[C:9]([NH:11][CH:12]3[CH2:13][CH2:14][CH2:15][CH2:16]3)[CH:10]=1)[NH:7][C:6]([C:17]1[S:18][CH2:19][C@@H:20]([CH2:22][C:23]([N:27]([CH3:28])[CH3:26])=[O:24])[N:21]=1)=[CH:5]2. (3) Given the reactants [Br:1][C:2]1[CH:11]=[C:10]2[C:5]([CH:6]=[CH:7][NH:8][C:9]2=O)=[CH:4][C:3]=1[O:13][CH3:14].P(Cl)(Cl)([Cl:17])=O, predict the reaction product. The product is: [Br:1][C:2]1[CH:11]=[C:10]2[C:5]([CH:6]=[CH:7][N:8]=[C:9]2[Cl:17])=[CH:4][C:3]=1[O:13][CH3:14]. (4) Given the reactants [CH3:1][C:2]1[N:3]=[C:4]([NH:11][C:12](=[O:20])OC2C=CC=CC=2)[C:5]([O:9][CH3:10])=[N:6][C:7]=1[CH3:8].[CH2:21]([C:25]1[CH:30]=[CH:29][C:28]([N:31]2[CH2:36][CH2:35][NH:34][CH2:33][CH2:32]2)=[CH:27][CH:26]=1)[CH2:22][CH2:23][CH3:24], predict the reaction product. The product is: [CH3:1][C:2]1[N:3]=[C:4]([NH:11][C:12]([N:34]2[CH2:35][CH2:36][N:31]([C:28]3[CH:29]=[CH:30][C:25]([CH2:21][CH2:22][CH2:23][CH3:24])=[CH:26][CH:27]=3)[CH2:32][CH2:33]2)=[O:20])[C:5]([O:9][CH3:10])=[N:6][C:7]=1[CH3:8].